This data is from NCI-60 drug combinations with 297,098 pairs across 59 cell lines. The task is: Regression. Given two drug SMILES strings and cell line genomic features, predict the synergy score measuring deviation from expected non-interaction effect. (1) Drug 1: CC(C1=C(C=CC(=C1Cl)F)Cl)OC2=C(N=CC(=C2)C3=CN(N=C3)C4CCNCC4)N. Drug 2: C(CCl)NC(=O)N(CCCl)N=O. Cell line: SK-MEL-5. Synergy scores: CSS=-10.2, Synergy_ZIP=4.48, Synergy_Bliss=0.753, Synergy_Loewe=-7.00, Synergy_HSA=-6.64. (2) Drug 1: CC(C1=C(C=CC(=C1Cl)F)Cl)OC2=C(N=CC(=C2)C3=CN(N=C3)C4CCNCC4)N. Drug 2: CCCCC(=O)OCC(=O)C1(CC(C2=C(C1)C(=C3C(=C2O)C(=O)C4=C(C3=O)C=CC=C4OC)O)OC5CC(C(C(O5)C)O)NC(=O)C(F)(F)F)O. Cell line: SN12C. Synergy scores: CSS=10.3, Synergy_ZIP=-3.01, Synergy_Bliss=0.503, Synergy_Loewe=2.60, Synergy_HSA=2.79. (3) Drug 1: CC12CCC3C(C1CCC2=O)CC(=C)C4=CC(=O)C=CC34C. Synergy scores: CSS=44.5, Synergy_ZIP=-3.36, Synergy_Bliss=2.43, Synergy_Loewe=2.08, Synergy_HSA=4.05. Cell line: LOX IMVI. Drug 2: CCN(CC)CCCC(C)NC1=C2C=C(C=CC2=NC3=C1C=CC(=C3)Cl)OC. (4) Drug 1: C1CC(=O)NC(=O)C1N2CC3=C(C2=O)C=CC=C3N. Drug 2: C(CN)CNCCSP(=O)(O)O. Cell line: ACHN. Synergy scores: CSS=1.56, Synergy_ZIP=-1.05, Synergy_Bliss=-0.609, Synergy_Loewe=0.401, Synergy_HSA=0.185. (5) Drug 1: CC1=C2C(C(=O)C3(C(CC4C(C3C(C(C2(C)C)(CC1OC(=O)C(C(C5=CC=CC=C5)NC(=O)OC(C)(C)C)O)O)OC(=O)C6=CC=CC=C6)(CO4)OC(=O)C)OC)C)OC. Drug 2: CC(CN1CC(=O)NC(=O)C1)N2CC(=O)NC(=O)C2. Cell line: UO-31. Synergy scores: CSS=39.1, Synergy_ZIP=-6.30, Synergy_Bliss=-3.33, Synergy_Loewe=-0.179, Synergy_HSA=0.945. (6) Drug 1: CC1CCC2CC(C(=CC=CC=CC(CC(C(=O)C(C(C(=CC(C(=O)CC(OC(=O)C3CCCCN3C(=O)C(=O)C1(O2)O)C(C)CC4CCC(C(C4)OC)O)C)C)O)OC)C)C)C)OC. Drug 2: C(CCl)NC(=O)N(CCCl)N=O. Cell line: UO-31. Synergy scores: CSS=5.07, Synergy_ZIP=-6.28, Synergy_Bliss=0.308, Synergy_Loewe=-29.8, Synergy_HSA=-1.88. (7) Drug 1: COC1=NC(=NC2=C1N=CN2C3C(C(C(O3)CO)O)O)N. Drug 2: CC12CCC3C(C1CCC2O)C(CC4=C3C=CC(=C4)O)CCCCCCCCCS(=O)CCCC(C(F)(F)F)(F)F. Cell line: BT-549. Synergy scores: CSS=27.6, Synergy_ZIP=1.67, Synergy_Bliss=4.03, Synergy_Loewe=0.782, Synergy_HSA=2.76.